This data is from Catalyst prediction with 721,799 reactions and 888 catalyst types from USPTO. The task is: Predict which catalyst facilitates the given reaction. (1) Reactant: Br[C:2]1[C:11]2[C:6](=[CH:7][CH:8]=[CH:9][CH:10]=2)[CH:5]=[N+:4]([O-:12])[CH:3]=1.[Cl-].[Li+].C(N(CC)CC)C.[CH2:22]([OH:25])[CH:23]=[CH2:24]. Product: [O-:12][N+:4]1[CH:3]=[C:2]([CH2:24][CH2:23][CH:22]=[O:25])[C:11]2[C:6](=[CH:7][CH:8]=[CH:9][CH:10]=2)[CH:5]=1. The catalyst class is: 274. (2) Product: [Br:1][C:2]1[CH:3]=[C:4]([NH:12][CH:13]([CH3:15])[CH3:14])[C:5]([CH3:11])=[C:6]([CH:10]=1)[C:7]([NH:37][CH2:38][C:39]1[C:40](=[O:49])[NH:41][C:42]([CH3:48])=[CH:43][C:44]=1[CH2:45][CH2:46][CH3:47])=[O:9]. The catalyst class is: 16. Reactant: [Br:1][C:2]1[CH:3]=[C:4]([NH:12][CH:13]([CH3:15])[CH3:14])[C:5]([CH3:11])=[C:6]([CH:10]=1)[C:7]([OH:9])=O.ON1C2N=CC=CC=2N=N1.C(Cl)CCl.CN1CCOCC1.[NH2:37][CH2:38][C:39]1[C:40](=[O:49])[NH:41][C:42]([CH3:48])=[CH:43][C:44]=1[CH2:45][CH2:46][CH3:47]. (3) Reactant: [CH3:1][O:2][C:3]1[C:8]([CH3:9])=[CH:7][C:6]([N+:10]([O-:12])=[O:11])=[CH:5][N:4]=1.Cl[CH2:14][C:15]([O:17][C:18]([CH3:21])([CH3:20])[CH3:19])=[O:16].CC(C)([O-])C.[K+]. Product: [CH3:1][O:2][C:3]1[N:4]=[C:5]([CH2:14][C:15]([O:17][C:18]([CH3:21])([CH3:20])[CH3:19])=[O:16])[C:6]([N+:10]([O-:12])=[O:11])=[CH:7][C:8]=1[CH3:9]. The catalyst class is: 1. (4) Reactant: C1C2C(=O)C(C(O)=O)=CN(C3CC3)C=2C=C([N:8]2[CH2:13][CH2:12][NH:11][CH2:10][CH2:9]2)C=1F.Cl.[O:26]1[CH2:30]CCC1.[N+:31]([O-:34])([OH:33])=[O:32]. Product: [N+:31]([O-:34])([OH:33])=[O:32].[N:8]1[CH:9]=[CH:10][N:11]=[CH:12][C:13]=1[C:30]([NH2:31])=[O:26]. The catalyst class is: 10. (5) Reactant: [F:1][CH:2]([F:17])[O:3][C:4]1[CH:13]=[C:12]([N+:14]([O-])=O)[CH:11]=[CH:10][C:5]=1[C:6]([O:8][CH3:9])=[O:7]. Product: [NH2:14][C:12]1[CH:11]=[CH:10][C:5]([C:6]([O:8][CH3:9])=[O:7])=[C:4]([O:3][CH:2]([F:1])[F:17])[CH:13]=1. The catalyst class is: 123.